Task: Binary Classification. Given a miRNA mature sequence and a target amino acid sequence, predict their likelihood of interaction.. Dataset: Experimentally validated miRNA-target interactions with 360,000+ pairs, plus equal number of negative samples (1) The miRNA is hsa-miR-501-3p with sequence AAUGCACCCGGGCAAGGAUUCU. The protein sequence of the target gene is MASDLDFSPPEVPEPTFLENLLRYGLFLGAIFQLICVLAIIVPIPKSHEAEAEPSEPRSAEVTRKPKAAVPSVNKRPKKETKKKR. Result: 1 (interaction). (2) The miRNA is hsa-miR-181c-5p with sequence AACAUUCAACCUGUCGGUGAGU. The protein sequence of the target gene is MASSAREHLLFVRRRNPQMRYTLSPENLQSLAAQSSMPENMTLQRANSDTDLVTSESRSSLTASMYEYTLGQAQNLIIFWDIKEEVDPSDWIGLYHIDENSPANFWDSKNRGVTGTQKGQIVWRIEPGPYFMEPEIKICFKYYHGISGALRATTPCITVKNPAVMMGAEGMEGGASGNLHSRKLVSFTLSDLRAVGLKKGMFFNPDPYLKMSIQPGKKSSFPTCAHHGQERRSTIISNTTNPIWHREKYSFFALLTDVLEIEIKDKFAKSRPIIKRFLGKLTIPVQRLLERQAIGDQMLS.... Result: 1 (interaction). (3) The miRNA is mmu-miR-7018-5p with sequence GUGAGCAGACAGGGAGUGGUGGGG. The protein sequence of the target gene is MSYQQQQCKQPCQPPPVCPTPKCPEPCPPPKCPEPYLPPPCPPEHCPPPPCQDKCPPVQPYPPCQQKYPPKSK. Result: 0 (no interaction). (4) The miRNA is hsa-miR-6777-5p with sequence ACGGGGAGUCAGGCAGUGGUGGA. The protein sequence of the target gene is MPEEASLPPAKRFRPGSCPPGRRVVMLLTAGGGGGAGGGRRQTPPLAQPSASPYREALELQRRSLPIFRARGQLLAQLRNLDNAVLIGETGSGKTTQIPQYLYEGGISRQGIIAVTQPRRVAAISLATRVSDEKRTELGKLVGYTVRFEDVTSEDTRIKFLTDGMLLREAISDSLLRKYSCVILDEAHERTIHTDVLFGVVKTAQKRRKELGKLPLKVIVMSATMDVDLFSQYFNRAPVLYLEGRQHPIQIFYTKQPQQDYLHAALVSVFQIHQEAPASQDILVFLTGQEEIEAMSKTCR.... Result: 0 (no interaction). (5) The miRNA is hsa-miR-4728-3p with sequence CAUGCUGACCUCCCUCCUGCCCCAG. The protein sequence of the target gene is MAGKPVLHYFDGRGRMEPIRWLLAAAGVEFEEKFLKTRDDLARLRSDGSLMFQQVPMVEIDGMKLVQTKAILNYIASKYNLYGKDMKERAIIDMYTEGVADLEIMILYYPHMPPEEKEASLAKIKEQTRNRYFPAFEKVLKSHGQDYLVGNRLSRADIALVELLYHVEELDPGVVDNFPLLKALRSRVSNLPTVKKFLQPGSQRKPFDDAKCVESAKKIFS. Result: 0 (no interaction).